Dataset: NCI-60 drug combinations with 297,098 pairs across 59 cell lines. Task: Regression. Given two drug SMILES strings and cell line genomic features, predict the synergy score measuring deviation from expected non-interaction effect. (1) Drug 1: CC1OCC2C(O1)C(C(C(O2)OC3C4COC(=O)C4C(C5=CC6=C(C=C35)OCO6)C7=CC(=C(C(=C7)OC)O)OC)O)O. Drug 2: CN(C)N=NC1=C(NC=N1)C(=O)N. Cell line: A549. Synergy scores: CSS=48.3, Synergy_ZIP=4.31, Synergy_Bliss=8.05, Synergy_Loewe=-25.3, Synergy_HSA=7.98. (2) Drug 1: CC1=CC2C(CCC3(C2CCC3(C(=O)C)OC(=O)C)C)C4(C1=CC(=O)CC4)C. Drug 2: CCC1(C2=C(COC1=O)C(=O)N3CC4=CC5=C(C=CC(=C5CN(C)C)O)N=C4C3=C2)O.Cl. Cell line: NCI-H522. Synergy scores: CSS=26.8, Synergy_ZIP=-8.36, Synergy_Bliss=-1.08, Synergy_Loewe=-78.4, Synergy_HSA=-0.794. (3) Drug 1: CN(C)C1=NC(=NC(=N1)N(C)C)N(C)C. Drug 2: CC1C(C(CC(O1)OC2CC(CC3=C2C(=C4C(=C3O)C(=O)C5=CC=CC=C5C4=O)O)(C(=O)C)O)N)O. Cell line: SK-OV-3. Synergy scores: CSS=28.6, Synergy_ZIP=3.11, Synergy_Bliss=3.42, Synergy_Loewe=-31.6, Synergy_HSA=0.827. (4) Drug 1: C1=CN(C(=O)N=C1N)C2C(C(C(O2)CO)O)O.Cl. Drug 2: C1CN(CCN1C(=O)CCBr)C(=O)CCBr. Cell line: CAKI-1. Synergy scores: CSS=49.3, Synergy_ZIP=-2.49, Synergy_Bliss=-3.74, Synergy_Loewe=0.739, Synergy_HSA=2.64. (5) Drug 1: CCC1(CC2CC(C3=C(CCN(C2)C1)C4=CC=CC=C4N3)(C5=C(C=C6C(=C5)C78CCN9C7C(C=CC9)(C(C(C8N6C)(C(=O)OC)O)OC(=O)C)CC)OC)C(=O)OC)O. Cell line: UACC62. Synergy scores: CSS=38.9, Synergy_ZIP=-8.06, Synergy_Bliss=-16.7, Synergy_Loewe=-14.6, Synergy_HSA=-12.3. Drug 2: CC1CC(C(C(C=C(C(C(C=CC=C(C(=O)NC2=CC(=O)C(=C(C1)C2=O)OC)C)OC)OC(=O)N)C)C)O)OC.